From a dataset of Peptide-MHC class II binding affinity with 134,281 pairs from IEDB. Regression. Given a peptide amino acid sequence and an MHC pseudo amino acid sequence, predict their binding affinity value. This is MHC class II binding data. The peptide sequence is GELQIVDFIDAAFKI. The MHC is DRB1_0401 with pseudo-sequence DRB1_0401. The binding affinity (normalized) is 0.525.